Dataset: Forward reaction prediction with 1.9M reactions from USPTO patents (1976-2016). Task: Predict the product of the given reaction. Given the reactants [SH:1][C:2]1[C:7]([CH3:8])=[CH:6][C:5]([OH:9])=[C:4]([CH3:10])[CH:3]=1.C(=O)([O-])[O-].[Cs+].[Cs+].[CH3:17][O:18][C:19](=[O:24])[C:20](Br)([CH3:22])[CH3:21], predict the reaction product. The product is: [CH3:17][O:18][C:19](=[O:24])[C:20]([S:1][C:2]1[CH:3]=[C:4]([CH3:10])[C:5]([OH:9])=[CH:6][C:7]=1[CH3:8])([CH3:22])[CH3:21].